This data is from Forward reaction prediction with 1.9M reactions from USPTO patents (1976-2016). The task is: Predict the product of the given reaction. (1) Given the reactants F[C:2]1[CH:3]=[C:4]([C:10]#[N:11])[C:5](=[CH:8][CH:9]=1)[C:6]#[N:7].[CH:12]([NH:16][CH2:17][CH2:18][CH3:19])([CH2:14][CH3:15])[CH3:13], predict the reaction product. The product is: [CH:12]([N:16]([CH2:17][CH2:18][CH3:19])[C:2]1[CH:3]=[C:4]([C:10]#[N:11])[C:5](=[CH:8][CH:9]=1)[C:6]#[N:7])([CH2:14][CH3:15])[CH3:13]. (2) Given the reactants [N:1]12[CH2:8][CH2:7][C:4]([CH2:9][NH:10][CH2:11][C:12]3[C:20]4[C:19]([C:21]([O-])=[O:22])=[CH:18][CH:17]=[CH:16][C:15]=4[NH:14][N:13]=3)([CH2:5][CH2:6]1)[CH2:3][CH2:2]2.[Li+].C(N(CC)C(C)C)(C)C.CCCP1(OP(CCC)(=O)OP(CCC)(=O)O1)=O, predict the reaction product. The product is: [N:1]12[CH2:8][CH2:7][C:4]([CH2:9][N:10]3[CH2:11][C:12]4=[N:13][NH:14][C:15]5[C:20]4=[C:19]([CH:18]=[CH:17][CH:16]=5)[C:21]3=[O:22])([CH2:3][CH2:2]1)[CH2:5][CH2:6]2. (3) Given the reactants [Cl-].[CH3:2][O:3]C[P+](C1C=CC=CC=1)(C1C=CC=CC=1)C1C=CC=CC=1.[Li+].C[Si]([N-][Si](C)(C)C)(C)C.[O:34]1[CH2:39][CH:38]=[C:37]([C:40]([CH3:44])([CH3:43])[CH:41]=O)[CH2:36][CH2:35]1.Cl, predict the reaction product. The product is: [O:34]1[CH2:39][CH:38]=[C:37]([C:40]([CH3:44])([CH3:43])[CH2:41][CH:2]=[O:3])[CH2:36][CH2:35]1. (4) Given the reactants [N+](C1C=CC=CC=1S([N:13]([CH2:33][C:34]1[CH:39]=[CH:38][CH:37]=[CH:36][N:35]=1)[CH2:14][C:15]1[CH:20]=[CH:19][C:18]([CH2:21][NH:22][CH:23]2[C:32]3[N:31]=[CH:30][CH:29]=[CH:28][C:27]=3[CH2:26][CH2:25][CH2:24]2)=[CH:17][CH:16]=1)(=O)=O)([O-])=O.C([O-])([O-])=O.[K+].[K+].[CH2:46](Br)[C:47]1[CH:52]=[CH:51][CH:50]=[CH:49][CH:48]=1, predict the reaction product. The product is: [N:35]1[CH:36]=[CH:37][CH:38]=[CH:39][C:34]=1[CH2:33][NH:13][CH2:14][C:15]1[CH:20]=[CH:19][C:18]([CH2:21][N:22]([CH2:46][C:47]2[CH:52]=[CH:51][CH:50]=[CH:49][CH:48]=2)[CH:23]2[C:32]3[N:31]=[CH:30][CH:29]=[CH:28][C:27]=3[CH2:26][CH2:25][CH2:24]2)=[CH:17][CH:16]=1. (5) Given the reactants [CH3:1][Si]([N-][Si](C)(C)C)(C)C.[K+].[Br-].[F:12][C:13]1[CH:18]=[CH:17][C:16]([N+:19]([O-:21])=[O:20])=[CH:15][C:14]=1[C:22](=O)[CH3:23], predict the reaction product. The product is: [F:12][C:13]1[CH:18]=[CH:17][C:16]([N+:19]([O-:21])=[O:20])=[CH:15][C:14]=1[C:22]([CH3:23])=[CH2:1]. (6) Given the reactants [CH2:1]([O:8][C:9]([NH:11][C:12]1([CH:16]([CH3:22])[C:17]([O:19]CC)=[O:18])[CH2:15][O:14][CH2:13]1)=[O:10])[C:2]1[CH:7]=[CH:6][CH:5]=[CH:4][CH:3]=1.[OH-].[Na+], predict the reaction product. The product is: [CH2:1]([O:8][C:9]([NH:11][C:12]1([CH:16]([CH3:22])[C:17]([OH:19])=[O:18])[CH2:13][O:14][CH2:15]1)=[O:10])[C:2]1[CH:7]=[CH:6][CH:5]=[CH:4][CH:3]=1. (7) Given the reactants [F:1][C:2]1[CH:3]=[C:4]2[C:9](=[CH:10][C:11]=1[CH3:12])[C:8](=[O:13])[NH:7][CH:6]=[CH:5]2.C(=O)([O-])[O-].[Cs+].[Cs+].[CH3:20][O:21][C:22]1[CH:29]=[CH:28][C:25]([CH2:26]Cl)=[CH:24][CH:23]=1.O, predict the reaction product. The product is: [F:1][C:2]1[CH:3]=[C:4]2[C:9](=[CH:10][C:11]=1[CH3:12])[C:8](=[O:13])[N:7]([CH2:26][C:25]1[CH:28]=[CH:29][C:22]([O:21][CH3:20])=[CH:23][CH:24]=1)[CH:6]=[CH:5]2.